From a dataset of Full USPTO retrosynthesis dataset with 1.9M reactions from patents (1976-2016). Predict the reactants needed to synthesize the given product. (1) Given the product [C:17]([C:8]1[CH:9]=[CH:10][C:11]2[C:16](=[CH:15][CH:14]=[CH:13][CH:12]=2)[C:7]=1[B:22]1[O:26][C:25]([CH3:28])([CH3:27])[C:24]([CH3:30])([CH3:29])[O:23]1)(=[O:19])[CH3:18], predict the reactants needed to synthesize it. The reactants are: FC(F)(F)S(O[C:7]1[C:16]2[C:11](=[CH:12][CH:13]=[CH:14][CH:15]=2)[CH:10]=[CH:9][C:8]=1[C:17](=[O:19])[CH3:18])(=O)=O.[B:22]1([B:22]2[O:26][C:25]([CH3:28])([CH3:27])[C:24]([CH3:30])([CH3:29])[O:23]2)[O:26][C:25]([CH3:28])([CH3:27])[C:24]([CH3:30])([CH3:29])[O:23]1.C([O-])(=O)C.[K+].O1CCOCC1. (2) Given the product [F:24][C:19]1[CH:20]=[CH:21][CH:22]=[CH:23][C:18]=1[C:16]1[N:17]=[C:12]2[CH:11]=[N:10][N:9]([CH2:8][C:5]3[CH:4]=[N:3][C:2]([C:32]4[CH:33]=[CH:34][C:29]([O:28][CH2:25][CH2:26][CH3:27])=[CH:30][C:31]=4[C:38]([F:39])([F:40])[F:41])=[N:7][CH:6]=3)[CH:14]=[C:13]2[N:15]=1, predict the reactants needed to synthesize it. The reactants are: Cl[C:2]1[N:7]=[CH:6][C:5]([CH2:8][N:9]2[CH:14]=[C:13]3[N:15]=[C:16]([C:18]4[CH:23]=[CH:22][CH:21]=[CH:20][C:19]=4[F:24])[N:17]=[C:12]3[CH:11]=[N:10]2)=[CH:4][N:3]=1.[CH2:25]([O:28][C:29]1[CH:34]=[CH:33][C:32](B(O)O)=[C:31]([C:38]([F:41])([F:40])[F:39])[CH:30]=1)[CH2:26][CH3:27]. (3) Given the product [O:1]1[C:5]2[CH:6]=[CH:7][C:8]([C:10]3[O:15][C:14]([NH:16][CH2:17][C:18]4[CH:23]=[CH:22][CH:21]=[C:20]([F:24])[CH:19]=4)=[N:13][N:12]=3)=[CH:9][C:4]=2[CH2:3][CH2:2]1, predict the reactants needed to synthesize it. The reactants are: [O:1]1[C:5]2[CH:6]=[CH:7][C:8]([C:10]([NH:12][NH:13][C:14]([NH:16][CH2:17][C:18]3[CH:23]=[CH:22][CH:21]=[C:20]([F:24])[CH:19]=3)=[O:15])=O)=[CH:9][C:4]=2[CH2:3][CH2:2]1.C(N(CC)CC)C.C(Cl)(Cl)(Cl)Cl.